Dataset: Full USPTO retrosynthesis dataset with 1.9M reactions from patents (1976-2016). Task: Predict the reactants needed to synthesize the given product. (1) Given the product [Cl:4][C:23]1[C:19]([O:18][C:8]2[C:7]([Cl:6])=[CH:12][C:11]([C:13]([F:16])([F:14])[F:15])=[CH:10][C:9]=2[Cl:17])=[N:20][NH:21][C:22]=1[CH3:24], predict the reactants needed to synthesize it. The reactants are: S(Cl)([Cl:4])(=O)=O.[Cl:6][C:7]1[CH:12]=[C:11]([C:13]([F:16])([F:15])[F:14])[CH:10]=[C:9]([Cl:17])[C:8]=1[O:18][C:19]1[CH:23]=[C:22]([CH3:24])[NH:21][N:20]=1. (2) Given the product [C:32]([O:31][C:30](=[O:36])[N:29]([CH2:2][C:3]1[N:4]=[C:5]2[CH:10]=[CH:9][C:8]([F:11])=[CH:7][N:6]2[CH:12]=1)[C@H:26]1[CH2:27][CH2:28][C@@H:23]([N:20]2[C:21](=[O:22])[C:16]3[CH:15]=[C:14]([F:13])[CH:46]=[N:45][C:17]=3[N:18]([C:38]3[CH:43]=[CH:42][CH:41]=[C:40]([I:44])[CH:39]=3)[C:19]2=[O:37])[CH2:24][CH2:25]1)([CH3:35])([CH3:33])[CH3:34], predict the reactants needed to synthesize it. The reactants are: Cl[CH2:2][C:3]1[N:4]=[C:5]2[CH:10]=[CH:9][C:8]([F:11])=[CH:7][N:6]2[CH:12]=1.[F:13][C:14]1[CH:46]=[N:45][C:17]2[N:18]([C:38]3[CH:43]=[CH:42][CH:41]=[C:40]([I:44])[CH:39]=3)[C:19](=[O:37])[N:20]([C@@H:23]3[CH2:28][CH2:27][C@H:26]([NH:29][C:30](=[O:36])[O:31][C:32]([CH3:35])([CH3:34])[CH3:33])[CH2:25][CH2:24]3)[C:21](=[O:22])[C:16]=2[CH:15]=1.CCN(C(C)C)C(C)C.C(=O)(OC(C)(C)C)OC(C)(C)C. (3) Given the product [OH:25][NH:24][C:12](=[O:13])[C:11]([S:8]([C:5]1[CH:6]=[CH:7][C:2]([F:1])=[CH:3][CH:4]=1)(=[O:10])=[O:9])([CH2:19][C:20]#[C:21][CH3:22])[CH2:15][C:16]#[C:17][CH3:18], predict the reactants needed to synthesize it. The reactants are: [F:1][C:2]1[CH:7]=[CH:6][C:5]([S:8]([C:11]([CH2:19][C:20]#[C:21][CH3:22])([CH2:15][C:16]#[C:17][CH3:18])[C:12](O)=[O:13])(=[O:10])=[O:9])=[CH:4][CH:3]=1.Cl.[NH2:24][OH:25]. (4) Given the product [F:1][C:2]1[CH:7]=[C:6]([S:8]([CH3:9])(=[O:31])=[O:37])[CH:5]=[CH:4][C:3]=1[C:10]1[N:11]=[CH:12][C:13]([O:16][C@H:17]([CH:19]2[CH2:20][CH2:21][N:22]([C:25]([O:27][CH:28]([CH3:30])[CH3:29])=[O:26])[CH2:23][CH2:24]2)[CH3:18])=[N:14][CH:15]=1, predict the reactants needed to synthesize it. The reactants are: [F:1][C:2]1[CH:7]=[C:6]([S:8][CH3:9])[CH:5]=[CH:4][C:3]=1[C:10]1[N:11]=[CH:12][C:13]([O:16][C@H:17]([CH:19]2[CH2:24][CH2:23][N:22]([C:25]([O:27][CH:28]([CH3:30])[CH3:29])=[O:26])[CH2:21][CH2:20]2)[CH3:18])=[N:14][CH:15]=1.[OH:31]OS([O-])=O.[K+].[OH2:37]. (5) Given the product [C:17]([C:19]1[CH:20]=[CH:21][C:22]([CH2:23][N:24]2[CH2:29][CH2:28][N:27]([C:30]3[S:32][C:4]([C:5]([O:7][CH3:8])=[O:6])=[CH:3][N:31]=3)[CH2:26][CH2:25]2)=[CH:33][CH:34]=1)#[N:18], predict the reactants needed to synthesize it. The reactants are: CO/[CH:3]=[CH:4]/[C:5]([O:7][CH3:8])=[O:6].C1C(=O)N(Br)C(=O)C1.[C:17]([C:19]1[CH:34]=[CH:33][C:22]([CH2:23][N:24]2[CH2:29][CH2:28][N:27]([C:30](=[S:32])[NH2:31])[CH2:26][CH2:25]2)=[CH:21][CH:20]=1)#[N:18]. (6) Given the product [CH3:36][S:33]([C:30]1[CH:29]=[CH:28][C:27]([CH2:26][NH:25][C:23]([C:7]2[C:8](=[O:22])[N:9]([C:12]3[CH:17]=[CH:16][CH:15]=[C:14]([C:18]([F:21])([F:19])[F:20])[CH:13]=3)[C:10]([CH3:11])=[C:5]([C:3]3[N:38]=[C:39]([NH2:41])[S:40][C:2]=3[CH3:37])[CH:6]=2)=[O:24])=[CH:32][CH:31]=1)(=[O:34])=[O:35], predict the reactants needed to synthesize it. The reactants are: Br[CH:2]([CH3:37])[C:3]([C:5]1[CH:6]=[C:7]([C:23]([NH:25][CH2:26][C:27]2[CH:32]=[CH:31][C:30]([S:33]([CH3:36])(=[O:35])=[O:34])=[CH:29][CH:28]=2)=[O:24])[C:8](=[O:22])[N:9]([C:12]2[CH:17]=[CH:16][CH:15]=[C:14]([C:18]([F:21])([F:20])[F:19])[CH:13]=2)[C:10]=1[CH3:11])=O.[NH2:38][C:39]([NH2:41])=[S:40].CC([O-])=O.[Na+]. (7) The reactants are: [Cl:1][C:2]1[CH:3]=[C:4]([C:10]2[C:11]([CH3:27])=[N:12][N:13]([CH2:16][C:17]3[CH:22]=[CH:21][C:20]([S:23](Cl)(=[O:25])=[O:24])=[CH:19][CH:18]=3)[C:14]=2[CH3:15])[CH:5]=[CH:6][C:7]=1[C:8]#[N:9].[CH:28]1([NH2:31])[CH2:30][CH2:29]1.[Cl-].[NH4+]. Given the product [Cl:1][C:2]1[CH:3]=[C:4]([C:10]2[C:11]([CH3:27])=[N:12][N:13]([CH2:16][C:17]3[CH:22]=[CH:21][C:20]([S:23]([NH:31][CH:28]4[CH2:30][CH2:29]4)(=[O:25])=[O:24])=[CH:19][CH:18]=3)[C:14]=2[CH3:15])[CH:5]=[CH:6][C:7]=1[C:8]#[N:9], predict the reactants needed to synthesize it. (8) Given the product [Br:9][C:5]1[C:6]([CH3:8])=[CH:7][C:2]([CH:23]=[O:24])=[C:3]([CH3:10])[CH:4]=1, predict the reactants needed to synthesize it. The reactants are: Br[C:2]1[CH:7]=[C:6]([CH3:8])[C:5]([Br:9])=[CH:4][C:3]=1[CH3:10].C([Mg]Cl)(C)C.C([Li])CCC.C(O)(=O)C[C:23](CC(O)=O)(C(O)=O)[OH:24].